Predict which catalyst facilitates the given reaction. From a dataset of Catalyst prediction with 721,799 reactions and 888 catalyst types from USPTO. (1) Product: [Cl:37][C:5]1[CH:6]=[C:7]([O:10][C:11]2[CH:16]=[CH:15][C:14]([CH:17]([CH3:35])[C:18]([OH:34])([C:23]3[CH:24]=[CH:25][C:26]4[O:30][C:29](=[O:31])[N:28]([CH3:32])[C:27]=4[CH:33]=3)[C:19]([F:22])([F:21])[F:20])=[C:13]([Cl:36])[CH:12]=2)[CH:8]=[CH:9][C:4]=1[C:3]([OH:38])=[O:2]. The catalyst class is: 1. Reactant: C[O:2][C:3](=[O:38])[C:4]1[CH:9]=[CH:8][C:7]([O:10][C:11]2[CH:16]=[CH:15][C:14]([CH:17]([CH3:35])[C:18]([OH:34])([C:23]3[CH:24]=[CH:25][C:26]4[O:30][C:29](=[O:31])[N:28]([CH3:32])[C:27]=4[CH:33]=3)[C:19]([F:22])([F:21])[F:20])=[C:13]([Cl:36])[CH:12]=2)=[CH:6][C:5]=1[Cl:37].[Li+].[OH-].Cl. (2) Reactant: [C:1]1([C:7]2[CH:38]=[CH:37][C:10]([CH2:11][N:12]([C:22](=[O:36])[CH:23]=[CH:24][C:25]3[CH:30]=[CH:29][CH:28]=[C:27]([O:31][C:32]([F:35])([F:34])[F:33])[CH:26]=3)[C:13]3[CH:21]=[CH:20][C:16]([C:17](O)=[O:18])=[CH:15][CH:14]=3)=[CH:9][CH:8]=2)[CH2:6][CH2:5][CH2:4][CH2:3][CH:2]=1.O.ON1C2C=CC=CC=2N=N1.CCN=C=NCCCN(C)C.Cl.[NH2:62][CH2:63][CH2:64][C:65]([O:67][CH3:68])=[O:66].CCN(C(C)C)C(C)C. Product: [CH3:68][O:67][C:65](=[O:66])[CH2:64][CH2:63][NH:62][C:17](=[O:18])[C:16]1[CH:20]=[CH:21][C:13]([N:12]([CH2:11][C:10]2[CH:9]=[CH:8][C:7]([C:1]3[CH2:6][CH2:5][CH2:4][CH2:3][CH:2]=3)=[CH:38][CH:37]=2)[C:22](=[O:36])[CH:23]=[CH:24][C:25]2[CH:30]=[CH:29][CH:28]=[C:27]([O:31][C:32]([F:34])([F:35])[F:33])[CH:26]=2)=[CH:14][CH:15]=1. The catalyst class is: 85. (3) Reactant: Br[C:2]1[C:3]2[C:7]([CH:8]=[CH:9][C:10]=1[F:11])=[N:6][N:5]1[C:12]([CH:17]3[CH2:22][CH2:21][N:20]([C:23]([O:25][C:26]([CH3:29])([CH3:28])[CH3:27])=[O:24])[CH2:19][CH2:18]3)=[CH:13][C:14](=[O:16])[NH:15][C:4]=21.[C:30]1(B(O)O)[CH:35]=[CH:34][CH:33]=[CH:32][CH:31]=1.P([O-])([O-])([O-])=O.[K+].[K+].[K+]. Product: [F:11][C:10]1[CH:9]=[CH:8][C:7]2[C:3](=[C:4]3[NH:15][C:14](=[O:16])[CH:13]=[C:12]([CH:17]4[CH2:22][CH2:21][N:20]([C:23]([O:25][C:26]([CH3:29])([CH3:28])[CH3:27])=[O:24])[CH2:19][CH2:18]4)[N:5]3[N:6]=2)[C:2]=1[C:30]1[CH:35]=[CH:34][CH:33]=[CH:32][CH:31]=1. The catalyst class is: 30.